This data is from NCI-60 drug combinations with 297,098 pairs across 59 cell lines. The task is: Regression. Given two drug SMILES strings and cell line genomic features, predict the synergy score measuring deviation from expected non-interaction effect. (1) Drug 1: C1CN1C2=NC(=NC(=N2)N3CC3)N4CC4. Drug 2: C(=O)(N)NO. Cell line: LOX IMVI. Synergy scores: CSS=43.7, Synergy_ZIP=-0.162, Synergy_Bliss=-2.57, Synergy_Loewe=-28.1, Synergy_HSA=-5.15. (2) Drug 1: C1=CC(=CC=C1C#N)C(C2=CC=C(C=C2)C#N)N3C=NC=N3. Drug 2: C1CN1P(=S)(N2CC2)N3CC3. Cell line: SNB-75. Synergy scores: CSS=7.94, Synergy_ZIP=-2.75, Synergy_Bliss=-0.359, Synergy_Loewe=-0.827, Synergy_HSA=-0.877.